From a dataset of Forward reaction prediction with 1.9M reactions from USPTO patents (1976-2016). Predict the product of the given reaction. (1) Given the reactants Br[C:2]1[CH:7]=[CH:6][C:5]([S:8]([NH2:11])(=[O:10])=O)=[CH:4][CH:3]=1.C([Li])CCC.CCCCCCC.[CH2:24]([Sn:28](Cl)([CH2:33][CH2:34][CH2:35][CH3:36])[CH2:29][CH2:30][CH2:31][CH3:32])[CH2:25][CH2:26][CH3:27].[Cl-].[NH4+], predict the reaction product. The product is: [CH2:33]([Sn:28]([CH2:24][CH2:25][CH2:26][CH3:27])([CH2:29][CH2:30][CH2:31][CH3:32])[C:2]1[CH:3]=[CH:4][C:5]([S:8]([NH2:11])=[O:10])=[CH:6][CH:7]=1)[CH2:34][CH2:35][CH3:36]. (2) The product is: [NH2:25][C:5]1[S:4][C@:3]2([C:1]#[N:2])[C@H:8]([C@:7]([C:11]3[CH:16]=[C:15]([NH2:17])[CH:14]=[CH:13][C:12]=3[F:24])([CH3:10])[N:6]=1)[CH2:9]2. Given the reactants [C:1]([C@:3]12[CH2:9][C@H:8]1[C@:7]([C:11]1[CH:16]=[C:15]([NH:17]C(=O)C(F)(F)F)[CH:14]=[CH:13][C:12]=1[F:24])([CH3:10])[N:6]=[C:5]([NH:25]C(=O)C(F)(F)F)[S:4]2)#[N:2], predict the reaction product. (3) The product is: [CH3:3][C:4]1[CH:9]=[CH:8][C:7]([C:10](=[O:12])[CH2:11][C:13](=[O:15])[CH3:14])=[CH:6][CH:5]=1. Given the reactants [H-].[Na+].[CH3:3][C:4]1[CH:9]=[CH:8][C:7]([C:10](=[O:12])[CH3:11])=[CH:6][CH:5]=1.[C:13](OCC)(=[O:15])[CH3:14].Cl, predict the reaction product. (4) Given the reactants [C:1]([NH:4][C@@H:5]1[CH2:9][CH2:8][N:7]([C:10]2[N:15]=[CH:14][C:13]([N:16]([CH3:36])[C:17](=[O:35])[C:18]([C:21]3[CH:26]=[C:25]([C:27]([F:30])([F:29])[F:28])[CH:24]=[C:23]([C:31]([F:34])([F:33])[F:32])[CH:22]=3)([CH3:20])[CH3:19])=[C:12]([C:37]3[CH:42]=[CH:41][C:40]([F:43])=[CH:39][C:38]=3[CH3:44])[CH:11]=2)[CH2:6]1)(=[O:3])[CH3:2].[CH3:45][Si]([N-][Si](C)(C)C)(C)C.[K+].IC.C(OCC)(=O)C, predict the reaction product. The product is: [C:1]([N:4]([CH3:45])[C@@H:5]1[CH2:9][CH2:8][N:7]([C:10]2[N:15]=[CH:14][C:13]([N:16]([CH3:36])[C:17](=[O:35])[C:18]([C:21]3[CH:26]=[C:25]([C:27]([F:28])([F:29])[F:30])[CH:24]=[C:23]([C:31]([F:32])([F:33])[F:34])[CH:22]=3)([CH3:20])[CH3:19])=[C:12]([C:37]3[CH:42]=[CH:41][C:40]([F:43])=[CH:39][C:38]=3[CH3:44])[CH:11]=2)[CH2:6]1)(=[O:3])[CH3:2]. (5) Given the reactants [Cl:1][C:2]1[CH:7]=[CH:6][C:5]([C:8]2[CH:9]=[C:10]([NH2:19])[CH:11]=[N:12][C:13]=2[O:14][CH:15]2[CH2:18][CH2:17][CH2:16]2)=[CH:4][CH:3]=1.[N:20]1[CH:25]=[CH:24][N:23]=[CH:22][C:21]=1[C:26](O)=[O:27], predict the reaction product. The product is: [Cl:1][C:2]1[CH:7]=[CH:6][C:5]([C:8]2[CH:9]=[C:10]([NH:19][C:26]([C:21]3[CH:22]=[N:23][CH:24]=[CH:25][N:20]=3)=[O:27])[CH:11]=[N:12][C:13]=2[O:14][CH:15]2[CH2:18][CH2:17][CH2:16]2)=[CH:4][CH:3]=1. (6) The product is: [F:1][C:2]([F:11])([F:12])[O:3][C:4]1[CH:5]=[C:6]([NH:7][N:22]=[C:34]([C:35](=[O:37])[CH3:36])[C:31](=[O:33])[CH3:32])[CH:8]=[CH:9][CH:10]=1. Given the reactants [F:1][C:2]([F:12])([F:11])[O:3][C:4]1[CH:5]=[C:6]([CH:8]=[CH:9][CH:10]=1)[NH2:7].P(=O)(O)(O)O.[N+]([O-])(O)=O.[N:22]([O-])=O.[Na+].C([O-])(=O)C.[K+].[C:31]([CH2:34][C:35](=[O:37])[CH3:36])(=[O:33])[CH3:32], predict the reaction product.